The task is: Predict the reactants needed to synthesize the given product.. This data is from Retrosynthesis with 50K atom-mapped reactions and 10 reaction types from USPTO. (1) Given the product COc1ccc2ccc(S(=O)(=O)N(Cc3ccncc3)[C@H]3CCN(Cc4cccc(C#N)c4)C3=O)cc2c1, predict the reactants needed to synthesize it. The reactants are: COc1ccc2ccc(S(=O)(=O)N[C@H]3CCN(Cc4cccc(C#N)c4)C3=O)cc2c1.ClCc1ccncc1. (2) Given the product COCCCNc1nc(Nc2ccc(F)c(Cl)c2)ncc1-c1nc(-c2ccncc2)cs1, predict the reactants needed to synthesize it. The reactants are: COCCCNc1nc(Nc2ccc(F)c(Cl)c2)ncc1C(N)=S.O=C(CBr)c1ccncc1. (3) Given the product Cn1nnnc1SC1=CC(=NS(=O)(=O)c2cccs2)c2ccccc2C1=O, predict the reactants needed to synthesize it. The reactants are: Cn1nnnc1S.O=C1C(Cl)=C/C(=N\S(=O)(=O)c2cccs2)c2ccccc21. (4) Given the product O=C(CN1C(=O)CCc2ncccc21)Nc1scc(Br)c1-c1nccs1, predict the reactants needed to synthesize it. The reactants are: Nc1scc(Br)c1-c1nccs1.O=C(O)CN1C(=O)CCc2ncccc21. (5) Given the product N[C@@H]1CC[C@@H](c2ccc(Cl)c(Cl)c2)c2ccccc21, predict the reactants needed to synthesize it. The reactants are: CC(=O)N[C@@H]1CC[C@@H](c2ccc(Cl)c(Cl)c2)c2ccccc21.